This data is from Reaction yield outcomes from USPTO patents with 853,638 reactions. The task is: Predict the reaction yield, written as a fraction of the theoretical maximum amount of product (1.0 means a 100% yield; for example, 0.34 means a 34% yield). (1) The reactants are [F:1][C:2]([F:15])([F:14])[O:3][C:4]1[CH:13]=[CH:12][C:7]2[N:8]=[C:9]([NH2:11])[S:10][C:6]=2[CH:5]=1.S([O-])([O-])(=O)=O.[NH3+:21]N.[NH3+]N.O.NN. The catalyst is C(O)CO. The product is [F:15][C:2]([F:1])([F:14])[O:3][C:4]1[CH:13]=[CH:12][C:7]2[N:8]=[C:9]([NH:11][NH2:21])[S:10][C:6]=2[CH:5]=1. The yield is 0.650. (2) The reactants are [F:1][C:2]1[CH:7]=[C:6]([N+:8]([O-])=O)[CH:5]=[CH:4][C:3]=1[N:11]1[CH2:16][CH2:15][N:14]([C:17]2[CH:22]=[CH:21][C:20]([O:23][CH3:24])=[CH:19][CH:18]=2)[CH2:13][CH2:12]1.O.NN. The catalyst is [Pd].C(O)C. The product is [F:1][C:2]1[CH:7]=[C:6]([CH:5]=[CH:4][C:3]=1[N:11]1[CH2:16][CH2:15][N:14]([C:17]2[CH:22]=[CH:21][C:20]([O:23][CH3:24])=[CH:19][CH:18]=2)[CH2:13][CH2:12]1)[NH2:8]. The yield is 0.930. (3) The reactants are [OH:1][CH2:2][C:3]([N:5]([CH3:7])[CH3:6])=[O:4].[H-].[Na+].[Br:10][C:11]1[CH:16]=[CH:15][C:14]([N+:17]([O-:19])=[O:18])=[C:13](F)[CH:12]=1. The catalyst is C1COCC1. The product is [Br:10][C:11]1[CH:12]=[CH:13][C:14]([N+:17]([O-:19])=[O:18])=[C:15]([CH:16]=1)[O:1][CH2:2][C:3]([N:5]([CH3:7])[CH3:6])=[O:4]. The yield is 0.810. (4) The reactants are [O:1]1[CH2:6][CH2:5][N:4]([CH:7]([C:24]2[CH:29]=[CH:28][CH:27]=[CH:26][CH:25]=2)[CH:8]2[CH2:13][CH2:12][N:11](C(OCC3C=CC=CC=3)=O)[CH2:10][CH2:9]2)[CH2:3][CH2:2]1.[H][H]. The catalyst is CO.[Pd]. The product is [C:24]1([CH:7]([CH:8]2[CH2:13][CH2:12][NH:11][CH2:10][CH2:9]2)[N:4]2[CH2:3][CH2:2][O:1][CH2:6][CH2:5]2)[CH:25]=[CH:26][CH:27]=[CH:28][CH:29]=1. The yield is 1.00. (5) The reactants are Cl[CH2:2][C:3]1[CH:4]=[C:5]2[C:9](=[CH:10][CH:11]=1)[CH2:8][CH2:7][CH2:6]2.[C-:12]#[N:13].[Na+]. The catalyst is CS(C)=O. The product is [CH2:8]1[C:9]2[C:5](=[CH:4][C:3]([CH2:2][C:12]#[N:13])=[CH:11][CH:10]=2)[CH2:6][CH2:7]1. The yield is 0.970. (6) The reactants are [F:1][C@H:2]1[CH2:6][NH2+:5][C@@H:4]2[C@@H:7]([OH:10])[CH2:8][O:9][C@H:3]12.[Cl-].[CH3:12][CH:13]([CH3:41])[CH2:14][C@H:15]([NH:19][C@@H:20]([C:25]1[CH:30]=[CH:29][C:28]([C:31]2[CH:36]=[CH:35][C:34]([S:37]([CH3:40])(=[O:39])=[O:38])=[CH:33][CH:32]=2)=[CH:27][CH:26]=1)[C:21]([F:24])([F:23])[F:22])[C:16](O)=[O:17].C1(N=C=NC2CCCCC2)CCCCC1.C(N(C(C)C)CC)(C)C. The catalyst is C(Cl)Cl. The product is [F:1][C@H:2]1[CH2:6][N:5]([C:16](=[O:17])[C@@H:15]([NH:19][C@@H:20]([C:25]2[CH:30]=[CH:29][C:28]([C:31]3[CH:36]=[CH:35][C:34]([S:37]([CH3:40])(=[O:39])=[O:38])=[CH:33][CH:32]=3)=[CH:27][CH:26]=2)[C:21]([F:24])([F:22])[F:23])[CH2:14][CH:13]([CH3:41])[CH3:12])[C@@H:4]2[C@@H:7]([OH:10])[CH2:8][O:9][C@H:3]12. The yield is 0.290.